This data is from Forward reaction prediction with 1.9M reactions from USPTO patents (1976-2016). The task is: Predict the product of the given reaction. Given the reactants [C:1]([C:3]1[CH:4]=[C:5]([CH:27]=[CH:28][CH:29]=1)[C:6]([NH:8][CH2:9][C:10]1[CH:11]=[C:12]([C:17]2[CH:22]=[C:21]([CH:23]=O)[CH:20]=[CH:19][C:18]=2[O:25][CH3:26])[C:13]([F:16])=[CH:14][CH:15]=1)=[O:7])#[N:2].[O-]S([O-])(=O)=O.[Na+].[Na+].[N:37]1(C(OC(C)(C)C)=O)[CH2:42][CH2:41][NH:40][CH2:39][CH2:38]1.[BH-](OC(C)=O)(OC(C)=O)OC(C)=O.[Na+], predict the reaction product. The product is: [C:1]([C:3]1[CH:4]=[C:5]([CH:27]=[CH:28][CH:29]=1)[C:6]([NH:8][CH2:9][C:10]1[CH:11]=[C:12]([C:17]2[CH:22]=[C:21]([CH2:23][N:37]3[CH2:42][CH2:41][NH:40][CH2:39][CH2:38]3)[CH:20]=[CH:19][C:18]=2[O:25][CH3:26])[C:13]([F:16])=[CH:14][CH:15]=1)=[O:7])#[N:2].